This data is from Full USPTO retrosynthesis dataset with 1.9M reactions from patents (1976-2016). The task is: Predict the reactants needed to synthesize the given product. Given the product [Br:1][C:2]1[CH:7]=[CH:6][C:5]([O:8][CH2:33][C@H:32]([N:35]2[CH2:36][CH2:37][CH:38]([CH3:41])[CH2:39][CH2:40]2)[CH:31]([CH3:30])[CH3:42])=[CH:4][CH:3]=1, predict the reactants needed to synthesize it. The reactants are: [Br:1][C:2]1[CH:7]=[CH:6][C:5]([OH:8])=[C:4](I)[CH:3]=1.C(=O)([O-])[O-].[Cs+].[Cs+].N1C2C(=CC=C3C=2N=CC=C3)C=CC=1.[CH3:30][CH:31]([CH3:42])[C@@H:32]([N:35]1[CH2:40][CH2:39][CH:38]([CH3:41])[CH2:37][CH2:36]1)[CH2:33]O.